From a dataset of Peptide-MHC class I binding affinity with 185,985 pairs from IEDB/IMGT. Regression. Given a peptide amino acid sequence and an MHC pseudo amino acid sequence, predict their binding affinity value. This is MHC class I binding data. (1) The peptide sequence is YLQAYQATV. The MHC is Patr-B0101 with pseudo-sequence Patr-B0101. The binding affinity (normalized) is 0. (2) The peptide sequence is SVIDPLIYA. The MHC is HLA-A02:01 with pseudo-sequence HLA-A02:01. The binding affinity (normalized) is 0.345. (3) The peptide sequence is YHLGGIEGL. The MHC is HLA-B08:01 with pseudo-sequence HLA-B08:01. The binding affinity (normalized) is 0.0847. (4) The peptide sequence is PSEVELEEY. The MHC is HLA-B15:01 with pseudo-sequence HLA-B15:01. The binding affinity (normalized) is 0.0847. (5) The peptide sequence is FVNRYGVAY. The MHC is HLA-B40:01 with pseudo-sequence HLA-B40:01. The binding affinity (normalized) is 0.0847. (6) The peptide sequence is AMEGGTTKA. The MHC is HLA-A03:01 with pseudo-sequence HLA-A03:01. The binding affinity (normalized) is 0.0847. (7) The peptide sequence is RMMATKDSF. The MHC is HLA-C15:02 with pseudo-sequence HLA-C15:02. The binding affinity (normalized) is 0.0847.